Task: Predict the reactants needed to synthesize the given product.. Dataset: Full USPTO retrosynthesis dataset with 1.9M reactions from patents (1976-2016) Given the product [OH:1][C:2]1[CH:10]=[C:9]([OH:11])[C:8]([N+:12]([O-:14])=[O:13])=[CH:7][C:3]=1[C:4]([Cl:17])=[O:5], predict the reactants needed to synthesize it. The reactants are: [OH:1][C:2]1[CH:10]=[C:9]([OH:11])[C:8]([N+:12]([O-:14])=[O:13])=[CH:7][C:3]=1[C:4](O)=[O:5].S(Cl)([Cl:17])=O.